From a dataset of NCI-60 drug combinations with 297,098 pairs across 59 cell lines. Regression. Given two drug SMILES strings and cell line genomic features, predict the synergy score measuring deviation from expected non-interaction effect. (1) Drug 1: CN(CC1=CN=C2C(=N1)C(=NC(=N2)N)N)C3=CC=C(C=C3)C(=O)NC(CCC(=O)O)C(=O)O. Drug 2: N.N.Cl[Pt+2]Cl. Cell line: U251. Synergy scores: CSS=66.1, Synergy_ZIP=-6.91, Synergy_Bliss=-6.16, Synergy_Loewe=-8.65, Synergy_HSA=-1.19. (2) Drug 1: C1CN1C2=NC(=NC(=N2)N3CC3)N4CC4. Drug 2: C(CN)CNCCSP(=O)(O)O. Cell line: MALME-3M. Synergy scores: CSS=17.2, Synergy_ZIP=-2.96, Synergy_Bliss=-3.04, Synergy_Loewe=-27.3, Synergy_HSA=-1.83. (3) Drug 1: CCCS(=O)(=O)NC1=C(C(=C(C=C1)F)C(=O)C2=CNC3=C2C=C(C=N3)C4=CC=C(C=C4)Cl)F. Drug 2: CCC(=C(C1=CC=CC=C1)C2=CC=C(C=C2)OCCN(C)C)C3=CC=CC=C3.C(C(=O)O)C(CC(=O)O)(C(=O)O)O. Cell line: UO-31. Synergy scores: CSS=31.2, Synergy_ZIP=5.37, Synergy_Bliss=13.6, Synergy_Loewe=15.0, Synergy_HSA=15.0.